Dataset: Full USPTO retrosynthesis dataset with 1.9M reactions from patents (1976-2016). Task: Predict the reactants needed to synthesize the given product. (1) Given the product [C:1]([C:5]1[N:10]=[CH:9][N:8]=[C:7]([NH:11][C:12](=[O:13])[NH:14][C:15]2[CH:20]=[CH:19][C:18]([O:21][C:22]3[CH:27]=[CH:26][N:25]=[C:24]([C:28](=[S:45])[NH2:29])[CH:23]=3)=[CH:17][CH:16]=2)[CH:6]=1)([CH3:4])([CH3:3])[CH3:2], predict the reactants needed to synthesize it. The reactants are: [C:1]([C:5]1[N:10]=[CH:9][N:8]=[C:7]([NH:11][C:12]([NH:14][C:15]2[CH:20]=[CH:19][C:18]([O:21][C:22]3[CH:27]=[CH:26][N:25]=[C:24]([C:28]#[N:29])[CH:23]=3)=[CH:17][C:16]=2F)=[O:13])[CH:6]=1)([CH3:4])([CH3:3])[CH3:2].NC1C=CC(OC2C=CN=C(C(=[S:45])N)C=2)=CC=1. (2) Given the product [C:1]([O:5][C:6]([NH:8][CH:9]1[CH2:14][CH2:13][CH:12]([N:15]2[C:20](=[O:21])[C:19]3[CH:22]=[C:23]([F:26])[CH:24]=[N:25][C:18]=3[N:17]([C:27]3[CH:32]=[CH:31][CH:30]=[C:29]([C:42]#[C:41][C:37]4[CH:36]=[N:35][CH:40]=[CH:39][CH:38]=4)[CH:28]=3)[C:16]2=[O:34])[CH2:11][CH2:10]1)=[O:7])([CH3:4])([CH3:3])[CH3:2], predict the reactants needed to synthesize it. The reactants are: [C:1]([O:5][C:6]([NH:8][CH:9]1[CH2:14][CH2:13][CH:12]([N:15]2[C:20](=[O:21])[C:19]3[CH:22]=[C:23]([F:26])[CH:24]=[N:25][C:18]=3[N:17]([C:27]3[CH:32]=[CH:31][CH:30]=[C:29](I)[CH:28]=3)[C:16]2=[O:34])[CH2:11][CH2:10]1)=[O:7])([CH3:4])([CH3:3])[CH3:2].[N:35]1[CH:40]=[CH:39][CH:38]=[C:37]([C:41]#[CH:42])[CH:36]=1.C(N(CC)CC)C.O.